Dataset: Catalyst prediction with 721,799 reactions and 888 catalyst types from USPTO. Task: Predict which catalyst facilitates the given reaction. (1) Reactant: [NH2:1][C:2]1[CH:7]=[CH:6][C:5]([C:8]([C:13]2[CH:18]=[CH:17][C:16]([O:19][S:20]([C:23]([F:26])([F:25])[F:24])(=[O:22])=[O:21])=[C:15]([CH3:27])[CH:14]=2)([CH2:11][CH3:12])[CH2:9][CH3:10])=[CH:4][C:3]=1[CH3:28].[CH3:29][O:30][C:31](=[O:38])[CH2:32][CH2:33][CH2:34][C:35](O)=[O:36].C(Cl)CCl.CCN(CC)CC.C([O-])(O)=O.[Na+]. Product: [CH3:29][O:30][C:31](=[O:38])[CH2:32][CH2:33][CH2:34][C:35](=[O:36])[NH:1][C:2]1[CH:7]=[CH:6][C:5]([C:8]([CH2:11][CH3:12])([C:13]2[CH:18]=[CH:17][C:16]([O:19][S:20]([C:23]([F:26])([F:24])[F:25])(=[O:22])=[O:21])=[C:15]([CH3:27])[CH:14]=2)[CH2:9][CH3:10])=[CH:4][C:3]=1[CH3:28]. The catalyst class is: 2. (2) Reactant: [Cl:1][C:2]1[CH:7]=[CH:6][N:5]=[CH:4][C:3]=1[C:8]([N:10]1[CH2:15][CH2:14][O:13][CH2:12][CH2:11]1)=O.CO. Product: [Cl:1][C:2]1[CH:7]=[CH:6][N:5]=[CH:4][C:3]=1[CH2:8][N:10]1[CH2:11][CH2:12][O:13][CH2:14][CH2:15]1. The catalyst class is: 1. (3) Reactant: [BH4-].[Na+].[CH2:3]([N:10]1[CH2:15][CH2:14][C:13](=[O:16])[CH:12]([CH2:17][CH3:18])[CH2:11]1)[C:4]1[CH:9]=[CH:8][CH:7]=[CH:6][CH:5]=1. Product: [CH2:3]([N:10]1[CH2:15][CH2:14][CH:13]([OH:16])[CH:12]([CH2:17][CH3:18])[CH2:11]1)[C:4]1[CH:5]=[CH:6][CH:7]=[CH:8][CH:9]=1. The catalyst class is: 5. (4) Reactant: [Cl:1][C:2]1[C:3]([NH:10][CH2:11][C:12]2[CH:17]=[CH:16][C:15]([OH:18])=[C:14]([O:19][CH:20]([F:22])[F:21])[CH:13]=2)=[N:4][C:5]([CH3:9])=[N:6][C:7]=1[CH3:8].Cl[C:24]1[CH:25]=[CH:26][C:27]2[N:28]([C:30]([N+:33]([O-:35])=[O:34])=[CH:31][N:32]=2)[N:29]=1.C(=O)([O-])[O-].[K+].[K+]. Product: [Cl:1][C:2]1[C:3]([NH:10][CH2:11][C:12]2[CH:17]=[CH:16][C:15]([O:18][C:24]3[CH:25]=[CH:26][C:27]4[N:28]([C:30]([N+:33]([O-:35])=[O:34])=[CH:31][N:32]=4)[N:29]=3)=[C:14]([O:19][CH:20]([F:22])[F:21])[CH:13]=2)=[N:4][C:5]([CH3:9])=[N:6][C:7]=1[CH3:8]. The catalyst class is: 9.